This data is from Ames mutagenicity test results for genotoxicity prediction. The task is: Regression/Classification. Given a drug SMILES string, predict its toxicity properties. Task type varies by dataset: regression for continuous values (e.g., LD50, hERG inhibition percentage) or binary classification for toxic/non-toxic outcomes (e.g., AMES mutagenicity, cardiotoxicity, hepatotoxicity). Dataset: ames. (1) The molecule is O=C(ON=C1C=CC(=NOC(=O)c2ccccc2)C=C1)c1ccccc1. The result is 1 (mutagenic). (2) The compound is CC1(C)OC1COc1c2occc2cc2ccc(=O)oc12. The result is 0 (non-mutagenic). (3) The drug is c1ccc2c(c1)Oc1ccccc1S2. The result is 0 (non-mutagenic). (4) The drug is CC1CNC(=O)N1c1ncc([N+](=O)[O-])s1. The result is 1 (mutagenic). (5) The drug is CCOc1ccc2c(c1)C(C)=CC(C)(C)N2. The result is 0 (non-mutagenic).